Dataset: Ames mutagenicity test results for genotoxicity prediction. Task: Regression/Classification. Given a drug SMILES string, predict its toxicity properties. Task type varies by dataset: regression for continuous values (e.g., LD50, hERG inhibition percentage) or binary classification for toxic/non-toxic outcomes (e.g., AMES mutagenicity, cardiotoxicity, hepatotoxicity). Dataset: ames. The drug is c1ccc2cc3c(ccc4cccnc43)cc2c1. The result is 1 (mutagenic).